This data is from Forward reaction prediction with 1.9M reactions from USPTO patents (1976-2016). The task is: Predict the product of the given reaction. (1) Given the reactants [CH2:1]([O:3][C:4]1[CH:9]=[C:8]([CH2:10][N:11]2[CH2:21][CH2:20][C:14]3([CH2:18][NH:17][C:16](=[O:19])[CH2:15]3)[CH2:13][CH2:12]2)[CH:7]=[C:6]([O:22][CH2:23][CH3:24])[C:5]=1[C:25]1[CH:30]=[CH:29][C:28]([F:31])=[CH:27][CH:26]=1)[CH3:2].Br[C:33]1[CH:40]=[CH:39][C:36]([C:37]#[N:38])=[CH:35][CH:34]=1.[O-]P([O-])([O-])=O.[K+].[K+].[K+].CC1(C)C2C=CC=C(P(C3C=CC=CC=3)C3C=CC=CC=3)C=2OC2C1=CC=CC=2P(C1C=CC=CC=1)C1C=CC=CC=1, predict the reaction product. The product is: [CH2:1]([O:3][C:4]1[CH:9]=[C:8]([CH2:10][N:11]2[CH2:12][CH2:13][C:14]3([CH2:18][N:17]([C:33]4[CH:40]=[CH:39][C:36]([C:37]#[N:38])=[CH:35][CH:34]=4)[C:16](=[O:19])[CH2:15]3)[CH2:20][CH2:21]2)[CH:7]=[C:6]([O:22][CH2:23][CH3:24])[C:5]=1[C:25]1[CH:30]=[CH:29][C:28]([F:31])=[CH:27][CH:26]=1)[CH3:2]. (2) Given the reactants [S:1]1[CH:5]=[CH:4][C:3]([CH2:6][NH:7][C:8]2[CH:9]=[C:10]([CH:13]=[CH:14][CH:15]=2)[C:11]#[N:12])=[CH:2]1.[C:16](Cl)(=[O:19])[CH2:17][CH3:18], predict the reaction product. The product is: [C:11]([C:10]1[CH:9]=[C:8]([N:7]([CH2:6][C:3]2[CH:4]=[CH:5][S:1][CH:2]=2)[C:16](=[O:19])[CH2:17][CH3:18])[CH:15]=[CH:14][CH:13]=1)#[N:12]. (3) Given the reactants [CH2:1]([N:8]1[C:16]2[C:11](=[CH:12][C:13]([Cl:17])=[CH:14][CH:15]=2)[C:10](=[O:18])[C:9]1=[O:19])[C:2]1[CH:7]=[CH:6][CH:5]=[CH:4][CH:3]=1.[N+:20]([CH3:23])([O-:22])=[O:21], predict the reaction product. The product is: [CH2:1]([N:8]1[C:16]2[C:11](=[CH:12][C:13]([Cl:17])=[CH:14][CH:15]=2)[C:10]([OH:18])([CH2:23][N+:20]([O-:22])=[O:21])[C:9]1=[O:19])[C:2]1[CH:3]=[CH:4][CH:5]=[CH:6][CH:7]=1. (4) Given the reactants [CH3:1][N:2]1[CH2:7][CH2:6][N:5]([CH2:8][CH2:9][CH2:10][O:11][C:12]2[CH:13]=[C:14]([NH2:19])[C:15]([NH2:18])=[CH:16][CH:17]=2)[CH2:4][CH2:3]1.[OH2:20].[N:21]#[C:22]Br, predict the reaction product. The product is: [C:12]([OH:20])(=[O:11])[CH3:13].[C:10]([OH:11])(=[O:20])[CH3:9].[CH3:1][N:2]1[CH2:7][CH2:6][N:5]([CH2:8][CH2:9][CH2:10][O:11][C:12]2[CH:17]=[CH:16][C:15]3[NH:18][C:22]([NH2:21])=[N:19][C:14]=3[CH:13]=2)[CH2:4][CH2:3]1.